Dataset: Forward reaction prediction with 1.9M reactions from USPTO patents (1976-2016). Task: Predict the product of the given reaction. (1) Given the reactants [CH:1]1([N:4]([CH:18]2[CH2:23][CH2:22][NH:21][CH2:20][CH:19]2[CH3:24])[C:5](=[O:17])[C:6]2[CH:11]=[CH:10][C:9]([C:12]3[O:16][CH:15]=[N:14][CH:13]=3)=[CH:8][CH:7]=2)[CH2:3][CH2:2]1.Cl[C:26]1[N:31]=[CH:30][C:29]([CH2:32][CH3:33])=[CH:28][N:27]=1, predict the reaction product. The product is: [CH:1]1([N:4]([CH:18]2[CH2:23][CH2:22][N:21]([C:26]3[N:31]=[CH:30][C:29]([CH2:32][CH3:33])=[CH:28][N:27]=3)[CH2:20][CH:19]2[CH3:24])[C:5](=[O:17])[C:6]2[CH:7]=[CH:8][C:9]([C:12]3[O:16][CH:15]=[N:14][CH:13]=3)=[CH:10][CH:11]=2)[CH2:3][CH2:2]1. (2) Given the reactants Br[C:2]1[N:3]([CH2:15][CH2:16]Cl)[C:4]2[C:9]([C:10]=1[CH:11]=[O:12])=[CH:8][C:7]([O:13][CH3:14])=[CH:6][CH:5]=2.[Na+].[Cl-].O.[CH3:21][N:22]1[CH2:27][CH2:26][NH:25][CH2:24][CH2:23]1, predict the reaction product. The product is: [CH3:14][O:13][C:7]1[CH:8]=[C:9]2[C:4](=[CH:5][CH:6]=1)[N:3]([CH2:15][CH2:16][N:25]1[CH2:26][CH2:27][N:22]([CH3:21])[CH2:23][CH2:24]1)[C:2]([N:25]1[CH2:26][CH2:27][N:22]([CH3:21])[CH2:23][CH2:24]1)=[C:10]2[CH:11]=[O:12]. (3) Given the reactants [F:1][C:2]1[CH:18]=[CH:17][CH:16]=[C:15]([N+:19]([O-:21])=[O:20])[C:3]=1[C:4](Cl)=[N:5][C:6]1[C:11]([F:12])=[CH:10][N:9]=[CH:8][C:7]=1F.NC(N)=[S:24].N1C=CC=CC=1.CCN(CC)CC, predict the reaction product. The product is: [F:1][C:2]1[CH:18]=[CH:17][CH:16]=[C:15]([N+:19]([O-:21])=[O:20])[C:3]=1[C:4]1[S:24][C:7]2[CH:8]=[N:9][CH:10]=[C:11]([F:12])[C:6]=2[N:5]=1. (4) The product is: [NH2:1][C:2]1[N:3]([CH3:25])[C:4](=[O:24])[C:5]([C:17]2[CH:22]=[CH:21][CH:20]=[C:19]([CH:26]3[CH2:28][CH2:27]3)[CH:18]=2)([C:7]2[CH:12]=[CH:11][C:10]([O:13][CH:14]([F:16])[F:15])=[CH:9][CH:8]=2)[N:6]=1. Given the reactants [NH2:1][C:2]1[N:3]([CH3:25])[C:4](=[O:24])[C:5]([C:17]2[CH:22]=[CH:21][CH:20]=[C:19](Br)[CH:18]=2)([C:7]2[CH:12]=[CH:11][C:10]([O:13][CH:14]([F:16])[F:15])=[CH:9][CH:8]=2)[N:6]=1.[CH:26]1(B2OC(C)(C)C(C)(C)O2)[CH2:28][CH2:27]1.CCO.C(=O)([O-])[O-].[Na+].[Na+], predict the reaction product. (5) Given the reactants [CH2:1]([Mg]Br)[CH3:2].[Cl:5][C:6]1[CH:7]=[CH:8][C:9]([CH:27]=[O:28])=[C:10]2[C:14]=1[N:13]=[C:12]1[N:15]([C:19]3[CH:24]=[CH:23][C:22]([Cl:25])=[CH:21][C:20]=3[Cl:26])[CH2:16][CH2:17][CH2:18][N:11]21, predict the reaction product. The product is: [Cl:5][C:6]1[C:14]2[N:13]=[C:12]3[N:15]([C:19]4[CH:24]=[CH:23][C:22]([Cl:25])=[CH:21][C:20]=4[Cl:26])[CH2:16][CH2:17][CH2:18][N:11]3[C:10]=2[C:9]([CH:27]([OH:28])[CH2:1][CH3:2])=[CH:8][CH:7]=1.